Dataset: HIV replication inhibition screening data with 41,000+ compounds from the AIDS Antiviral Screen. Task: Binary Classification. Given a drug SMILES string, predict its activity (active/inactive) in a high-throughput screening assay against a specified biological target. (1) The molecule is CC1=CCC2C(=O)C3=C4C5=C(C12)[Fe]345(C#[O+])(C#[O+])C#[O+]. The result is 0 (inactive). (2) The drug is CN(C)CCOc1cccc(OCCN(C)C)n1. The result is 0 (inactive). (3) The compound is CC(=O)C(C)(C)CCC(C)(C)C(C)=O. The result is 0 (inactive). (4) The drug is COc1cc(C=CC(=O)C=Cc2cc(OC)c(OC)c(OC)c2)cc(OC)c1OC. The result is 0 (inactive). (5) The drug is CC(=O)OCC1OC(n2c(C)cc(C)c(C#N)c2=S)C(OC(C)=O)C(OC(C)=O)C1OC(C)=O. The result is 0 (inactive). (6) The result is 0 (inactive). The compound is CCOC(=O)CSc1cc(C)c2c(N)c(C(=O)OCC)sc2n1. (7) The drug is N=C1NN(c2ccccc2)C(=O)C1C(=NNC(=O)c1cc2ccccc2cc1O)C(N)=O. The result is 0 (inactive).